From a dataset of Forward reaction prediction with 1.9M reactions from USPTO patents (1976-2016). Predict the product of the given reaction. (1) Given the reactants [C:1]([C:3]1[C:4]([C:17]([F:20])([F:19])[F:18])=[C:5]2[C:9](=[CH:10][CH:11]=1)[N:8]([CH2:12][C:13](=[NH:16])[NH:14][OH:15])[CH:7]=[CH:6]2)#[N:2].[N+:21]([C:24]1[CH:25]=[C:26]([CH:30]=[C:31]([C:33]([F:36])([F:35])[F:34])[CH:32]=1)[C:27](O)=O)([O-:23])=[O:22], predict the reaction product. The product is: [N+:21]([C:24]1[CH:25]=[C:26]([C:27]2[O:15][N:14]=[C:13]([CH2:12][N:8]3[C:9]4[C:5](=[C:4]([C:17]([F:19])([F:20])[F:18])[C:3]([C:1]#[N:2])=[CH:11][CH:10]=4)[CH:6]=[CH:7]3)[N:16]=2)[CH:30]=[C:31]([C:33]([F:34])([F:35])[F:36])[CH:32]=1)([O-:23])=[O:22]. (2) Given the reactants [NH2:1][C:2]1[CH:6]=[CH:5][S:4][CH:3]=1.CCN(CC)CC.[CH3:14][C:15]([O:18][C:19](O[C:19]([O:18][C:15]([CH3:17])([CH3:16])[CH3:14])=[O:20])=[O:20])([CH3:17])[CH3:16].CCCCCC.C(OCC)(=O)C, predict the reaction product. The product is: [C:15]([O:18][C:19](=[O:20])[NH:1][C:2]1[CH:6]=[CH:5][S:4][CH:3]=1)([CH3:17])([CH3:16])[CH3:14]. (3) Given the reactants [CH:1]1[CH:2]=[CH:3][C:4]([O:7][C:8]2[C:9]([N:21]3[CH2:25][CH2:24][CH2:23][CH2:22]3)=[CH:10][C:11]([C:18]([OH:20])=[O:19])=[CH:12][C:13]=2[S:14]([NH2:17])(=[O:16])=[O:15])=[CH:5][CH:6]=1.Cl[CH2:27][C:28]([N:30]([CH3:32])[CH3:31])=[O:29].C(N(CC)CC)C.[I-].[Na+], predict the reaction product. The product is: [NH2:17][S:14]([C:13]1[CH:12]=[C:11]([CH:10]=[C:9]([N:21]2[CH2:22][CH2:23][CH2:24][CH2:25]2)[C:8]=1[O:7][C:4]1[CH:5]=[CH:6][CH:1]=[CH:2][CH:3]=1)[C:18]([O:20][CH2:27][C:28]([N:30]([CH3:32])[CH3:31])=[O:29])=[O:19])(=[O:16])=[O:15]. (4) Given the reactants [F:1][C:2]1[CH:7]=[CH:6][C:5]([CH2:8][C:9](=[O:11])[CH3:10])=[CH:4][C:3]=1[S:12](Cl)(=[O:14])=[O:13].S([O-])([O-])=O.[Na+:20].[Na+].C(=O)([O-])O.[Na+], predict the reaction product. The product is: [Na+:20].[F:1][C:2]1[CH:7]=[CH:6][C:5]([CH2:8][C:9](=[O:11])[CH3:10])=[CH:4][C:3]=1[S:12]([O-:14])=[O:13]. (5) Given the reactants [Br:1][C:2]1[CH:7]=[CH:6][C:5](/[CH:8]=[N:9]/[S:10]([C:12]([CH3:15])([CH3:14])[CH3:13])=[O:11])=[C:4]([F:16])[CH:3]=1.[CH3:17][Mg]Cl, predict the reaction product. The product is: [Br:1][C:2]1[CH:7]=[CH:6][C:5]([C@H:8]([NH:9][S:10]([C:12]([CH3:13])([CH3:15])[CH3:14])=[O:11])[CH3:17])=[C:4]([F:16])[CH:3]=1. (6) Given the reactants [C:1]([CH2:8][N:9]1[CH2:22][CH2:21][CH2:20][NH:19][CH2:18][CH2:17][N:16]([CH2:23][C:24]([O:26][C:27]([CH3:30])([CH3:29])[CH3:28])=[O:25])[CH2:15][CH2:14][CH2:13][N:12]([CH2:31][C:32]2[CH:37]=[CH:36][C:35]([N+:38]([O-])=O)=[CH:34][CH:33]=2)[CH2:11][CH2:10]1)([O:3][C:4]([CH3:7])([CH3:6])[CH3:5])=[O:2].CCOCC, predict the reaction product. The product is: [C:1]([CH2:8][N:9]1[CH2:22][CH2:21][CH2:20][NH:19][CH2:18][CH2:17][N:16]([CH2:23][C:24]([O:26][C:27]([CH3:29])([CH3:30])[CH3:28])=[O:25])[CH2:15][CH2:14][CH2:13][N:12]([CH2:31][C:32]2[CH:33]=[CH:34][C:35]([NH2:38])=[CH:36][CH:37]=2)[CH2:11][CH2:10]1)([O:3][C:4]([CH3:5])([CH3:6])[CH3:7])=[O:2]. (7) Given the reactants [F:1][C:2]([F:20])([F:19])[C:3]1[CH:4]=[C:5]([C:9]2[CH:17]=[CH:16][CH:15]=[C:14]3[C:10]=2[CH2:11][C:12](=[O:18])[NH:13]3)[CH:6]=[CH:7][CH:8]=1.[N:21]1([CH2:26][CH2:27][NH:28][C:29]([C:31]2[CH:35]=[C:34]([CH3:36])[NH:33][C:32]=2[CH:37]=O)=[O:30])[CH2:25][CH2:24][CH2:23][CH2:22]1, predict the reaction product. The product is: [N:21]1([CH2:26][CH2:27][NH:28][C:29]([C:31]2[CH:35]=[C:34]([CH3:36])[NH:33][C:32]=2[CH:37]=[C:11]2[C:10]3[C:14](=[CH:15][CH:16]=[CH:17][C:9]=3[C:5]3[CH:6]=[CH:7][CH:8]=[C:3]([C:2]([F:1])([F:19])[F:20])[CH:4]=3)[NH:13][C:12]2=[O:18])=[O:30])[CH2:25][CH2:24][CH2:23][CH2:22]1.